Dataset: Forward reaction prediction with 1.9M reactions from USPTO patents (1976-2016). Task: Predict the product of the given reaction. (1) Given the reactants [Cl:1][C:2]1[CH:3]=[C:4]([C:9]2([C:24]([F:27])([F:26])[F:25])[O:13][N:12]=[C:11]([C:14]3[CH:22]=[CH:21][C:17]([CH:18]=[N:19][OH:20])=[C:16]([CH3:23])[CH:15]=3)[CH2:10]2)[CH:5]=[C:6]([Cl:8])[CH:7]=1.ClN1C(=O)CCC1=O.[N:36]1[CH:41]=[CH:40][CH:39]=[CH:38][C:37]=1[CH2:42][NH2:43].C(N(CC)CC)C.[NH4+].[Cl-], predict the reaction product. The product is: [Cl:1][C:2]1[CH:3]=[C:4]([C:9]2([C:24]([F:25])([F:27])[F:26])[O:13][N:12]=[C:11]([C:14]3[CH:22]=[CH:21][C:17]([C:18]([NH:19][OH:20])=[N:43][CH2:42][C:37]4[CH:38]=[CH:39][CH:40]=[CH:41][N:36]=4)=[C:16]([CH3:23])[CH:15]=3)[CH2:10]2)[CH:5]=[C:6]([Cl:8])[CH:7]=1. (2) Given the reactants Cl.[Cl:2][C:3]1[CH:8]=[CH:7][C:6]([C@@H:9]([CH2:13][NH:14][CH2:15][CH:16]2[CH2:18][CH2:17]2)[C:10]([OH:12])=[O:11])=[CH:5][CH:4]=1.CC#N.O.O.O.O.O.[OH-].C[N+](C)(C)C.[CH3:33][C:34]([O:37][C:38](O[C:38]([O:37][C:34]([CH3:36])([CH3:35])[CH3:33])=[O:39])=[O:39])([CH3:36])[CH3:35], predict the reaction product. The product is: [C:34]([O:37][C:38]([N:14]([CH2:15][CH:16]1[CH2:18][CH2:17]1)[CH2:13][C@H:9]([C:6]1[CH:5]=[CH:4][C:3]([Cl:2])=[CH:8][CH:7]=1)[C:10]([OH:12])=[O:11])=[O:39])([CH3:36])([CH3:35])[CH3:33].